Dataset: Full USPTO retrosynthesis dataset with 1.9M reactions from patents (1976-2016). Task: Predict the reactants needed to synthesize the given product. Given the product [Br:1][C:2]1[CH:3]=[CH:4][C:5]([O:18][CH2:19][C:20]2[CH:25]=[CH:24][C:23]([Cl:26])=[CH:22][CH:21]=2)=[C:6]([CH2:8][N:9]2[CH2:10][CH2:11][CH:12]([CH2:15][N:16]([CH3:17])[C:35]([NH:34][C:31]3[CH:32]=[CH:33][C:28]([F:27])=[CH:29][CH:30]=3)=[O:36])[CH2:13][CH2:14]2)[CH:7]=1, predict the reactants needed to synthesize it. The reactants are: [Br:1][C:2]1[CH:3]=[CH:4][C:5]([O:18][CH2:19][C:20]2[CH:25]=[CH:24][C:23]([Cl:26])=[CH:22][CH:21]=2)=[C:6]([CH2:8][N:9]2[CH2:14][CH2:13][CH:12]([CH2:15][NH:16][CH3:17])[CH2:11][CH2:10]2)[CH:7]=1.[F:27][C:28]1[CH:33]=[CH:32][C:31]([N:34]=[C:35]=[O:36])=[CH:30][CH:29]=1.